Dataset: Full USPTO retrosynthesis dataset with 1.9M reactions from patents (1976-2016). Task: Predict the reactants needed to synthesize the given product. (1) Given the product [N+:23]([C:20]1[CH:21]=[CH:22][C:17]([CH:2]([C:3]([O:5][CH2:6][CH3:7])=[O:4])[C:1]([O:9][CH2:10][CH3:11])=[O:8])=[N:18][CH:19]=1)([O-:25])=[O:24], predict the reactants needed to synthesize it. The reactants are: [C:1]([O:9][CH2:10][CH3:11])(=[O:8])[CH2:2][C:3]([O:5][CH2:6][CH3:7])=[O:4].[H-].[Na+].[H][H].Cl[C:17]1[CH:22]=[CH:21][C:20]([N+:23]([O-:25])=[O:24])=[CH:19][N:18]=1. (2) Given the product [Cl:23][C:24]1[N:25]=[CH:26][C:27]([CH2:30][N:8]2[C:9]([CH3:13])=[CH:10][C:11](=[O:12])[N:6]3[N:5]=[C:4]([O:3][C:2]([F:15])([F:1])[F:16])[CH:14]=[C:7]23)=[CH:28][CH:29]=1, predict the reactants needed to synthesize it. The reactants are: [F:1][C:2]([F:16])([F:15])[O:3][C:4]1[CH:14]=[C:7]2[N:8]=[C:9]([CH3:13])[CH:10]=[C:11]([OH:12])[N:6]2[N:5]=1.C(=O)([O-])[O-].[K+].[K+].[Cl:23][C:24]1[CH:29]=[CH:28][C:27]([CH2:30]Cl)=[CH:26][N:25]=1.O. (3) Given the product [CH3:15][O:16][C:17]1[CH:26]=[C:25]2[C:20]([N:21]=[CH:22][C:23]([S:27][CH2:28][CH2:29][N:30]3[CH2:31][CH2:32][CH:33]([NH:36][C:12]([C:9]4[CH:10]=[CH:11][C:5]5[O:4][CH2:3][C:2](=[O:1])[NH:7][C:6]=5[CH:8]=4)=[O:14])[CH2:34][CH2:35]3)=[N:24]2)=[CH:19][CH:18]=1, predict the reactants needed to synthesize it. The reactants are: [O:1]=[C:2]1[NH:7][C:6]2[CH:8]=[C:9]([C:12]([OH:14])=O)[CH:10]=[CH:11][C:5]=2[O:4][CH2:3]1.[CH3:15][O:16][C:17]1[CH:26]=[C:25]2[C:20]([N:21]=[CH:22][C:23]([S:27][CH2:28][CH2:29][N:30]3[CH2:35][CH2:34][CH:33]([NH2:36])[CH2:32][CH2:31]3)=[N:24]2)=[CH:19][CH:18]=1.